Dataset: Catalyst prediction with 721,799 reactions and 888 catalyst types from USPTO. Task: Predict which catalyst facilitates the given reaction. Reactant: [CH3:1][CH:2]1[CH2:6][CH2:5][C:4](=O)[C@@H:3]1[C:8]([O:10][CH2:11][CH3:12])=[O:9].C([O-])(=O)C.[NH4+:17]. Product: [NH2:17][C:4]1[CH2:5][CH2:6][C@@H:2]([CH3:1])[C:3]=1[C:8]([O:10][CH2:11][CH3:12])=[O:9]. The catalyst class is: 5.